Task: Predict which catalyst facilitates the given reaction.. Dataset: Catalyst prediction with 721,799 reactions and 888 catalyst types from USPTO (1) Reactant: [CH3:1][O:2][C:3]1[CH:4]=[C:5]([C:11]2[CH:16]=[CH:15][C:14]([C:17]([O:19]CC)=O)=[C:13]([CH2:22]Br)[N:12]=2)[CH:6]=[N:7][C:8]=1[O:9][CH3:10].[NH2:24][C:25]1[CH:26]=[N:27][N:28]([CH2:30][C:31]#[N:32])[CH:29]=1.C(=O)([O-])[O-].[Na+].[Na+].O. Product: [CH3:1][O:2][C:3]1[CH:4]=[C:5]([C:11]2[N:12]=[C:13]3[CH2:22][N:24]([C:25]4[CH:26]=[N:27][N:28]([CH2:30][C:31]#[N:32])[CH:29]=4)[C:17](=[O:19])[C:14]3=[CH:15][CH:16]=2)[CH:6]=[N:7][C:8]=1[O:9][CH3:10]. The catalyst class is: 3. (2) Reactant: [CH3:1][O:2][C:3](=[O:29])[CH2:4][C:5]1[CH:10]=[C:9]([O:11][C:12]2[CH:17]=[CH:16][C:15]([N+:18]([O-])=O)=[CH:14][C:13]=2[CH2:21][S:22][CH2:23][C:24]([F:27])([F:26])[F:25])[CH:8]=[C:7]([Cl:28])[CH:6]=1.CN(C)N.C. Product: [CH3:1][O:2][C:3](=[O:29])[CH2:4][C:5]1[CH:6]=[C:7]([Cl:28])[CH:8]=[C:9]([O:11][C:12]2[CH:17]=[CH:16][C:15]([NH2:18])=[CH:14][C:13]=2[CH2:21][S:22][CH2:23][C:24]([F:26])([F:27])[F:25])[CH:10]=1. The catalyst class is: 14. (3) Product: [Br:13][C:6]1[CH:5]=[C:4]([C:3]2[N:2]([CH3:1])[N:17]=[N:16][N:15]=2)[CH:9]=[C:8]([N+:10]([O-:12])=[O:11])[CH:7]=1. Reactant: [CH3:1][NH:2][C:3](=O)[C:4]1[CH:9]=[C:8]([N+:10]([O-:12])=[O:11])[CH:7]=[C:6]([Br:13])[CH:5]=1.[N-:15]=[N+:16]=[N-:17].[Na+].FC(F)(F)S(OS(C(F)(F)F)(=O)=O)(=O)=O.C(=O)([O-])O.[Na+]. The catalyst class is: 115.